Dataset: Full USPTO retrosynthesis dataset with 1.9M reactions from patents (1976-2016). Task: Predict the reactants needed to synthesize the given product. (1) Given the product [CH3:1][O:2][C:3]1[CH:4]=[CH:5][C:6]([C:7]2[O:8][C:11]([C:13]3[CH:21]=[C:20]4[C:16]([CH:17]=[C:18]([C:22]5[C:27]([CH3:28])=[CH:26][C:25]([CH2:29][CH2:30][C:31]([O:33][CH3:34])=[O:32])=[CH:24][C:23]=5[CH3:35])[NH:19]4)=[CH:15][CH:14]=3)=[N:10][N:9]=2)=[CH:36][CH:37]=1, predict the reactants needed to synthesize it. The reactants are: [CH3:1][O:2][C:3]1[CH:37]=[CH:36][C:6]([C:7]([NH:9][NH:10][C:11]([C:13]2[CH:21]=[C:20]3[C:16]([CH:17]=[C:18]([C:22]4[C:27]([CH3:28])=[CH:26][C:25]([CH2:29][CH2:30][C:31]([O:33][CH3:34])=[O:32])=[CH:24][C:23]=4[CH3:35])[NH:19]3)=[CH:15][CH:14]=2)=O)=[O:8])=[CH:5][CH:4]=1.CC[N+](S(N=C(OC)[O-])(=O)=O)(CC)CC. (2) The reactants are: [NH2:1][C:2]1[S:3][C:4]2[C:9]([N:10]([CH3:17])[C@H:11]([CH2:14][CH2:15][CH3:16])[CH2:12][OH:13])=[N:8][C:7]([S:18]CC3C=CC=CC=3)=[N:6][C:5]=2[N:26]=1.[Na]. Given the product [NH2:1][C:2]1[S:3][C:4]2[C:9]([N:10]([CH3:17])[C@H:11]([CH2:14][CH2:15][CH3:16])[CH2:12][OH:13])=[N:8][C:7]([SH:18])=[N:6][C:5]=2[N:26]=1, predict the reactants needed to synthesize it. (3) Given the product [CH3:16][O:17][C:18]1[CH:32]=[C:31]([O:33][CH3:34])[CH:30]=[CH:29][C:19]=1[CH2:20][N:21]([C:22]1[CH:27]=[CH:26][CH:25]=[C:24]([F:28])[N:23]=1)[S:12]([C:3]1[C:2]([F:1])=[CH:11][C:6]2[NH:7][C:8](=[O:10])[O:9][C:5]=2[CH:4]=1)(=[O:14])=[O:13], predict the reactants needed to synthesize it. The reactants are: [F:1][C:2]1[C:3]([S:12](Cl)(=[O:14])=[O:13])=[CH:4][C:5]2[O:9][C:8](=[O:10])[NH:7][C:6]=2[CH:11]=1.[CH3:16][O:17][C:18]1[CH:32]=[C:31]([O:33][CH3:34])[CH:30]=[CH:29][C:19]=1[CH2:20][NH:21][C:22]1[CH:27]=[CH:26][CH:25]=[C:24]([F:28])[N:23]=1.COC1C=C(OC)C=CC=1CN(C1C=CC=C(F)N=1)S(C1C=CC2NC(=O)OC=2C=1)(=O)=O.